Dataset: Forward reaction prediction with 1.9M reactions from USPTO patents (1976-2016). Task: Predict the product of the given reaction. (1) The product is: [C:8]([C:12]1[CH:17]=[C:16]([NH:18][C:19]([NH:35][C:36]2[C:45]3[C:40](=[CH:41][CH:42]=[CH:43][CH:44]=3)[C:39]([O:46][C:47]3[CH:52]=[CH:51][N:50]=[C:49]([NH:53][C:54]4[CH:59]=[C:58]([O:60][CH2:61][CH2:62][O:63][CH2:64][CH2:65][O:66][CH2:67][CH2:68][O:69][CH3:70])[CH:57]=[C:56]([O:71][CH3:72])[CH:55]=4)[CH:48]=3)=[CH:38][CH:37]=2)=[O:27])[C:15]([O:28][CH3:29])=[C:14]([NH:30][S:31]([CH3:34])(=[O:33])=[O:32])[CH:13]=1)([CH3:9])([CH3:10])[CH3:11]. Given the reactants CCN(CC)CC.[C:8]([C:12]1[CH:13]=[C:14]([NH:30][S:31]([CH3:34])(=[O:33])=[O:32])[C:15]([O:28][CH3:29])=[C:16]([NH:18][C:19](=[O:27])OC2C=CC=CC=2)[CH:17]=1)([CH3:11])([CH3:10])[CH3:9].[NH2:35][C:36]1[C:45]2[C:40](=[CH:41][CH:42]=[CH:43][CH:44]=2)[C:39]([O:46][C:47]2[CH:52]=[CH:51][N:50]=[C:49]([NH:53][C:54]3[CH:59]=[C:58]([O:60][CH2:61][CH2:62][O:63][CH2:64][CH2:65][O:66][CH2:67][CH2:68][O:69][CH3:70])[CH:57]=[C:56]([O:71][CH3:72])[CH:55]=3)[CH:48]=2)=[CH:38][CH:37]=1, predict the reaction product. (2) Given the reactants O.[NH2:2][NH2:3].[CH3:4][O:5][C:6]1[CH:11]=[CH:10][C:9]([CH:12]([C:18]([C:20]2[CH:25]=[CH:24][C:23]([O:26][CH3:27])=[CH:22][CH:21]=2)=O)[CH:13]([OH:17])[C:14](O)=[O:15])=[CH:8][CH:7]=1, predict the reaction product. The product is: [CH3:4][O:5][C:6]1[CH:11]=[CH:10][C:9]([CH:12]2[C:18]([C:20]3[CH:25]=[CH:24][C:23]([O:26][CH3:27])=[CH:22][CH:21]=3)=[N:3][NH:2][C:14](=[O:15])[CH:13]2[OH:17])=[CH:8][CH:7]=1. (3) Given the reactants C([NH:4][C:5]1[N:10]=[C:9]([CH2:11][CH2:12][C:13]2[CH:18]=[CH:17][C:16]([NH:19][C:20]([C:22]3[C:23]([C:28]4[CH:33]=[CH:32][C:31]([O:34][CH3:35])=[CH:30][CH:29]=4)=[CH:24][CH:25]=[CH:26][CH:27]=3)=[O:21])=[CH:15][CH:14]=2)[CH:8]=[CH:7][CH:6]=1)(=O)C.Cl, predict the reaction product. The product is: [NH2:4][C:5]1[N:10]=[C:9]([CH2:11][CH2:12][C:13]2[CH:14]=[CH:15][C:16]([NH:19][C:20]([C:22]3[C:23]([C:28]4[CH:29]=[CH:30][C:31]([O:34][CH3:35])=[CH:32][CH:33]=4)=[CH:24][CH:25]=[CH:26][CH:27]=3)=[O:21])=[CH:17][CH:18]=2)[CH:8]=[CH:7][CH:6]=1. (4) Given the reactants [O:1]1[C:6]2([CH2:11][CH2:10][N:9]([CH2:12][C:13]3[CH:14]=[C:15]([CH2:20][CH2:21][OH:22])[CH:16]=[C:17]([F:19])[CH:18]=3)[CH2:8][CH2:7]2)[CH2:5][NH:4][CH2:3][CH2:2]1.C(N(CC)CC)C.[CH:30]([C:33]1[S:34][C:35]([C:38](O)=[O:39])=[CH:36][N:37]=1)([CH3:32])[CH3:31].CN(C(ON1N=NC2C=CC=NC1=2)=[N+](C)C)C.F[P-](F)(F)(F)(F)F, predict the reaction product. The product is: [F:19][C:17]1[CH:18]=[C:13]([CH:14]=[C:15]([CH2:20][CH2:21][OH:22])[CH:16]=1)[CH2:12][N:9]1[CH2:10][CH2:11][C:6]2([O:1][CH2:2][CH2:3][N:4]([C:38]([C:35]3[S:34][C:33]([CH:30]([CH3:32])[CH3:31])=[N:37][CH:36]=3)=[O:39])[CH2:5]2)[CH2:7][CH2:8]1.